This data is from Reaction yield outcomes from USPTO patents with 853,638 reactions. The task is: Predict the reaction yield, written as a fraction of the theoretical maximum amount of product (1.0 means a 100% yield; for example, 0.34 means a 34% yield). (1) The catalyst is C(Cl)Cl.C1C=CC([P]([Pd]([P](C2C=CC=CC=2)(C2C=CC=CC=2)C2C=CC=CC=2)([P](C2C=CC=CC=2)(C2C=CC=CC=2)C2C=CC=CC=2)[P](C2C=CC=CC=2)(C2C=CC=CC=2)C2C=CC=CC=2)(C2C=CC=CC=2)C2C=CC=CC=2)=CC=1. The yield is 0.780. The reactants are C(OC(=O)[N:6]([C:30]([CH3:33])([CH3:32])[CH3:31])[CH2:7][C:8]1[CH:13]=[CH:12][CH:11]=[C:10]([C:14]2[CH:19]=[CH:18][N:17]=[C:16]([NH:20][CH2:21][CH2:22][C:23]3[CH:28]=[CH:27][C:26]([OH:29])=[CH:25][CH:24]=3)[N:15]=2)[CH:9]=1)C=C.C(N(C(C)C)CC)(C)C.CN1C(=O)CC(=O)N(C)C1=O. The product is [C:30]([NH:6][CH2:7][C:8]1[CH:9]=[C:10]([C:14]2[CH:19]=[CH:18][N:17]=[C:16]([NH:20][CH2:21][CH2:22][C:23]3[CH:24]=[CH:25][C:26]([OH:29])=[CH:27][CH:28]=3)[N:15]=2)[CH:11]=[CH:12][CH:13]=1)([CH3:33])([CH3:31])[CH3:32]. (2) The reactants are [CH3:1][C:2]1([CH3:18])[O:6][C@H:5]([CH2:7][O:8][C:9]2[CH:14]=[CH:13][N+:12]([O-])=[C:11]([CH3:16])[C:10]=2[CH3:17])[CH2:4][O:3]1.C(OC(=O)C)(=[O:21])C. No catalyst specified. The product is [CH3:1][C:2]1([CH3:18])[O:6][C@H:5]([CH2:7][O:8][C:9]2[CH:14]=[CH:13][N:12]=[C:11]([CH2:16][OH:21])[C:10]=2[CH3:17])[CH2:4][O:3]1. The yield is 0.419.